Dataset: Peptide-MHC class I binding affinity with 185,985 pairs from IEDB/IMGT. Task: Regression. Given a peptide amino acid sequence and an MHC pseudo amino acid sequence, predict their binding affinity value. This is MHC class I binding data. The peptide sequence is QSVLCVKKFY. The MHC is HLA-A33:01 with pseudo-sequence HLA-A33:01. The binding affinity (normalized) is 0.0658.